This data is from Catalyst prediction with 721,799 reactions and 888 catalyst types from USPTO. The task is: Predict which catalyst facilitates the given reaction. Reactant: [Cl:1][C:2]1[N:7]=[C:6]([N:8]2[CH2:14][CH:13]3[O:15][CH:10]([CH2:11][CH2:12]3)[CH2:9]2)[C:5]([N+:16]([O-:18])=[O:17])=[C:4](Cl)[N:3]=1.[CH:20]([NH2:23])([CH3:22])[CH3:21].C(N(CC)CC)C. Product: [CH:10]12[O:15][CH:13]([CH2:12][CH2:11]1)[CH2:14][N:8]([C:6]1[N:7]=[C:2]([Cl:1])[N:3]=[C:4]([NH:23][CH:20]([CH3:22])[CH3:21])[C:5]=1[N+:16]([O-:18])=[O:17])[CH2:9]2. The catalyst class is: 4.